From a dataset of Full USPTO retrosynthesis dataset with 1.9M reactions from patents (1976-2016). Predict the reactants needed to synthesize the given product. (1) Given the product [CH3:27][S:24]([C:21]1[CH:22]=[CH:23][C:18]([CH2:17][N:1]2[CH2:6][CH2:5][NH:4][CH2:3][CH2:2]2)=[CH:19][CH:20]=1)(=[O:25])=[O:26], predict the reactants needed to synthesize it. The reactants are: [NH:1]1[CH2:6][CH2:5][NH:4][CH2:3][CH2:2]1.CCN(C(C)C)C(C)C.Cl[CH2:17][C:18]1[CH:23]=[CH:22][C:21]([S:24]([CH3:27])(=[O:26])=[O:25])=[CH:20][CH:19]=1. (2) Given the product [Cl:11][C:10]1[C:4]2[N:3]=[C:2]([NH:20][C:19]3[C:21]([CH3:26])=[CH:22][C:23]([Cl:25])=[CH:24][C:18]=3[Cl:17])[NH:6][C:5]=2[C:7]([CH:12]([CH2:15][CH3:16])[CH2:13][CH3:14])=[CH:8][CH:9]=1, predict the reactants needed to synthesize it. The reactants are: Cl[C:2]1[NH:6][C:5]2[C:7]([CH:12]([CH2:15][CH3:16])[CH2:13][CH3:14])=[CH:8][CH:9]=[C:10]([Cl:11])[C:4]=2[N:3]=1.[Cl:17][C:18]1[CH:24]=[C:23]([Cl:25])[CH:22]=[C:21]([CH3:26])[C:19]=1[NH2:20].CN1CCCC1=O. (3) Given the product [CH3:3][C:4]1[C:13]([CH3:14])=[C:12]([C:22]([O:24][CH2:25][CH2:26][CH2:27][CH3:28])=[O:23])[C:11]2[C:6](=[C:7]([F:20])[CH:8]=[C:9]([C:16]([CH3:19])([CH3:18])[CH3:17])[CH:10]=2)[N:5]=1, predict the reactants needed to synthesize it. The reactants are: [H-].[Na+].[CH3:3][C:4]1[C:13]([CH3:14])=[C:12](O)[C:11]2[C:6](=[C:7]([F:20])[CH:8]=[C:9]([C:16]([CH3:19])([CH3:18])[CH3:17])[CH:10]=2)[N:5]=1.Cl[C:22]([O:24][CH2:25][CH2:26][CH2:27][CH3:28])=[O:23]. (4) Given the product [NH2:166][C@H:34]([C:33]([OH:38])=[O:32])[CH2:35][C:36](=[O:41])[NH2:200], predict the reactants needed to synthesize it. The reactants are: C[C@@H](O)[C@H](NC([C@@H](NC([C@@H](NC([C@@H](NC([C@@H](NC([C@@H](N)CCCCN)=O)C(C)C)=O)C)=O)CC(NC1OC(CO)C([O:32][CH:33]2[O:38]C(CO)[CH:36]([O:41]C3OC(COC4OC(CO)C(O)C(O)C4[O:32][CH:33]4[O:38]C(CO)[CH:36]([O:41]C5OC(COC6(C([O-])=O)OC([C@H](O)[C@H](O)CO)C(NC(C)=O)C(O)C6)C(O)C(O)C5O)[CH:35](O)[CH:34]4[NH:166]C(C)=O)C(O)C(OC4OC(CO)C(O)C(O)C4[O:32][CH:33]4[O:38]C(CO)[CH:36]([O:41]C5OC(COC6(C([O-])=O)OC([C@H](O)[C@H](O)CO)C(NC(C)=O)C(O)C6)C(O)C(O)C5O)[CH:35](O)[CH:34]4[NH:166]C(C)=O)C3O)[CH:35](O)[CH:34]2[NH:166]C(C)=O)C(O)C1NC(C)=O)=O)=O)CCCCN)=O)C(O)=O.[Na+].[Na+].[N-:200]=[N+]=[N-].[Na+]. (5) Given the product [F:1][C:2]1[CH:7]=[C:6]([N+:8]([O-:10])=[O:9])[C:5]([F:11])=[CH:4][C:3]=1[O:22][C:21]1[CH:20]=[CH:19][N:18]=[C:17]2[NH:13][CH:14]=[CH:15][C:16]=12, predict the reactants needed to synthesize it. The reactants are: [F:1][C:2]1[CH:7]=[C:6]([N+:8]([O-:10])=[O:9])[C:5]([F:11])=[CH:4][C:3]=1F.[NH:13]1[C:17]2[N:18]=[CH:19][CH:20]=[C:21]([OH:22])[C:16]=2[CH:15]=[CH:14]1.